Task: Regression. Given two drug SMILES strings and cell line genomic features, predict the synergy score measuring deviation from expected non-interaction effect.. Dataset: NCI-60 drug combinations with 297,098 pairs across 59 cell lines (1) Drug 1: C1=NC2=C(N1)C(=S)N=C(N2)N. Drug 2: CC1=C2C(C(=O)C3(C(CC4C(C3C(C(C2(C)C)(CC1OC(=O)C(C(C5=CC=CC=C5)NC(=O)OC(C)(C)C)O)O)OC(=O)C6=CC=CC=C6)(CO4)OC(=O)C)O)C)O. Cell line: ACHN. Synergy scores: CSS=58.0, Synergy_ZIP=0.753, Synergy_Bliss=1.46, Synergy_Loewe=2.79, Synergy_HSA=4.51. (2) Drug 1: CC(C1=C(C=CC(=C1Cl)F)Cl)OC2=C(N=CC(=C2)C3=CN(N=C3)C4CCNCC4)N. Drug 2: C1CN(CCN1C(=O)CCBr)C(=O)CCBr. Cell line: MOLT-4. Synergy scores: CSS=65.5, Synergy_ZIP=-1.21, Synergy_Bliss=-2.30, Synergy_Loewe=-4.98, Synergy_HSA=-2.31. (3) Synergy scores: CSS=44.8, Synergy_ZIP=6.80, Synergy_Bliss=6.18, Synergy_Loewe=-25.5, Synergy_HSA=6.47. Cell line: LOX IMVI. Drug 1: C1=CC(=C2C(=C1NCCNCCO)C(=O)C3=C(C=CC(=C3C2=O)O)O)NCCNCCO. Drug 2: C(=O)(N)NO. (4) Synergy scores: CSS=24.3, Synergy_ZIP=-6.63, Synergy_Bliss=-9.48, Synergy_Loewe=-11.5, Synergy_HSA=-9.57. Drug 1: C1=C(C(=O)NC(=O)N1)F. Cell line: T-47D. Drug 2: CCCS(=O)(=O)NC1=C(C(=C(C=C1)F)C(=O)C2=CNC3=C2C=C(C=N3)C4=CC=C(C=C4)Cl)F. (5) Drug 1: CC1C(C(CC(O1)OC2CC(OC(C2O)C)OC3=CC4=CC5=C(C(=O)C(C(C5)C(C(=O)C(C(C)O)O)OC)OC6CC(C(C(O6)C)O)OC7CC(C(C(O7)C)O)OC8CC(C(C(O8)C)O)(C)O)C(=C4C(=C3C)O)O)O)O. Drug 2: CCN(CC)CCCC(C)NC1=C2C=C(C=CC2=NC3=C1C=CC(=C3)Cl)OC. Cell line: K-562. Synergy scores: CSS=69.9, Synergy_ZIP=0.332, Synergy_Bliss=-1.51, Synergy_Loewe=-7.82, Synergy_HSA=-3.41. (6) Drug 1: CNC(=O)C1=CC=CC=C1SC2=CC3=C(C=C2)C(=NN3)C=CC4=CC=CC=N4. Drug 2: C1=NC2=C(N=C(N=C2N1C3C(C(C(O3)CO)O)O)F)N. Cell line: A549. Synergy scores: CSS=1.54, Synergy_ZIP=-2.38, Synergy_Bliss=-5.89, Synergy_Loewe=-12.8, Synergy_HSA=-6.60. (7) Drug 1: CC1=C(N=C(N=C1N)C(CC(=O)N)NCC(C(=O)N)N)C(=O)NC(C(C2=CN=CN2)OC3C(C(C(C(O3)CO)O)O)OC4C(C(C(C(O4)CO)O)OC(=O)N)O)C(=O)NC(C)C(C(C)C(=O)NC(C(C)O)C(=O)NCCC5=NC(=CS5)C6=NC(=CS6)C(=O)NCCC[S+](C)C)O. Drug 2: C1C(C(OC1N2C=NC3=C2NC=NCC3O)CO)O. Cell line: OVCAR3. Synergy scores: CSS=20.4, Synergy_ZIP=7.03, Synergy_Bliss=6.21, Synergy_Loewe=2.26, Synergy_HSA=7.69.